From a dataset of Human liver microsome stability data. Regression/Classification. Given a drug SMILES string, predict its absorption, distribution, metabolism, or excretion properties. Task type varies by dataset: regression for continuous measurements (e.g., permeability, clearance, half-life) or binary classification for categorical outcomes (e.g., BBB penetration, CYP inhibition). Dataset: hlm. (1) The molecule is COc1cccc2c(C(=O)N3C[C@H]4CCCN4CC3(C)C)cn(CC3CCCCC3)c12. The result is 1 (stable in human liver microsomes). (2) The compound is CCN1CCN(c2ccc(NC(=O)c3ccc(-c4cccnc4)cc3)cc2)CC1. The result is 0 (unstable in human liver microsomes). (3) The result is 0 (unstable in human liver microsomes). The drug is CN(C)CCNC(=O)c1ccc(NC(=O)Nc2ccc(-c3nc(N4CCOCC4)c4ccn(CC(F)(F)F)c4n3)cc2)cc1. (4) The result is 0 (unstable in human liver microsomes). The drug is Cc1cc(-c2ccccn2)cc(C(=O)NNS(=O)(=O)c2ccccc2)c1F. (5) The compound is N#CCCCn1c(Cn2c(=O)n(CC(F)(F)F)c3ccncc32)nc2ccccc21. The result is 1 (stable in human liver microsomes). (6) The drug is CCOc1nc(NC(=O)C2(NC(=O)c3ccc4c(C5CCCC5)c(-c5cnccn5)n(C)c4c3)CCCC2)cnc1C=CC(=O)O. The result is 0 (unstable in human liver microsomes). (7) The result is 0 (unstable in human liver microsomes). The drug is CN(C)Cc1ccc(-c2cccnc2)o1.